Dataset: Full USPTO retrosynthesis dataset with 1.9M reactions from patents (1976-2016). Task: Predict the reactants needed to synthesize the given product. (1) Given the product [NH3:5].[CH3:11][OH:12].[C:1]([N:5]1[CH2:10][CH2:9][NH:8][C@@H:7]([C:18]([N:20]2[CH2:25][CH2:24][N:23]([C:41]([NH:40][C:36]3[CH:37]=[CH:38][CH:39]=[C:34]([O:33][CH2:32][C:26]4[CH:27]=[CH:28][CH:29]=[CH:30][CH:31]=4)[CH:35]=3)=[O:49])[CH2:22][CH2:21]2)=[O:19])[CH2:6]1)([CH3:4])([CH3:2])[CH3:3], predict the reactants needed to synthesize it. The reactants are: [C:1]([N:5]1[CH2:10][CH2:9][N:8]([C:11](OC(C)(C)C)=[O:12])[C@@H:7]([C:18]([N:20]2[CH2:25][CH2:24][NH:23][CH2:22][CH2:21]2)=[O:19])[CH2:6]1)([CH3:4])([CH3:3])[CH3:2].[C:26]1([CH2:32][O:33][C:34]2[CH:35]=[C:36]([NH:40][C:41](=[O:49])OC3C=CC=CC=3)[CH:37]=[CH:38][CH:39]=2)[CH:31]=[CH:30][CH:29]=[CH:28][CH:27]=1. (2) Given the product [Cl-:12].[Br:1][C:2]1[CH:3]=[C:4]2[N:10]=[C:9]([CH2:11][P+:19]([CH2:20][CH2:21][CH2:22][CH3:23])([CH2:26][CH2:27][CH2:28][CH3:29])[CH2:13][CH2:14][CH2:15][CH3:16])[NH:8][C:5]2=[N:6][CH:7]=1, predict the reactants needed to synthesize it. The reactants are: [Br:1][C:2]1[CH:3]=[C:4]2[N:10]=[C:9]([CH2:11][Cl:12])[NH:8][C:5]2=[N:6][CH:7]=1.[C:13]1([P:19]([C:26]2C=C[CH:29]=[CH:28][CH:27]=2)[C:20]2C=C[CH:23]=[CH:22][CH:21]=2)C=C[CH:16]=[CH:15][CH:14]=1. (3) Given the product [NH2:8][C:9]1[CH:14]=[CH:13][CH:12]=[CH:11][C:10]=1[NH:15][C:16](=[O:32])[C:17]1[CH:18]=[CH:19][C:20]([C:34]2[C:39]([CH3:40])=[CH:38][CH:37]=[CH:36][N:35]=2)=[CH:21][CH:22]=1, predict the reactants needed to synthesize it. The reactants are: C(OC([NH:8][C:9]1[CH:14]=[CH:13][CH:12]=[CH:11][C:10]=1[NH:15][C:16](=[O:32])[C:17]1[CH:22]=[CH:21][C:20](B2OC(C)(C)C(C)(C)O2)=[CH:19][CH:18]=1)=O)(C)(C)C.Cl[C:34]1[C:39]([CH3:40])=[CH:38][CH:37]=[CH:36][N:35]=1.C(=O)([O-])O.[Na+]. (4) Given the product [Br:1][C:2]1[O:6][C:5]([CH:7]([S:10][C:11]2[CH:12]=[CH:13][CH:14]=[CH:15][CH:16]=2)[CH2:8][NH:9][C:23]([C:18]2[CH:19]=[CH:20][CH:21]=[CH:22][N:17]=2)=[O:24])=[CH:4][CH:3]=1, predict the reactants needed to synthesize it. The reactants are: [Br:1][C:2]1[O:6][C:5]([CH:7]([S:10][C:11]2[CH:16]=[CH:15][CH:14]=[CH:13][CH:12]=2)[CH2:8][NH2:9])=[CH:4][CH:3]=1.[N:17]1[CH:22]=[CH:21][CH:20]=[CH:19][C:18]=1[C:23](O)=[O:24].CCN=C=NCCCN(C)C. (5) The reactants are: [CH3:1][O:2][C:3](=[O:7])[CH2:4][CH2:5]Br.C(N(CC)CC)C.[CH3:15][O:16][C:17]1[CH:22]=[CH:21][C:20]([C:23]2[C:31]3[C:30]([NH:32][CH:33]4[CH2:38][CH2:37][CH2:36][NH:35][CH2:34]4)=[N:29][CH:28]=[N:27][C:26]=3[O:25][C:24]=2[C:39]2[CH:44]=[CH:43][CH:42]=[CH:41][CH:40]=2)=[CH:19][CH:18]=1. Given the product [CH3:1][O:2][C:3](=[O:7])[CH:4]([N:35]1[CH2:36][CH2:37][CH2:38][CH:33]([NH:32][C:30]2[C:31]3[C:23]([C:20]4[CH:21]=[CH:22][C:17]([O:16][CH3:15])=[CH:18][CH:19]=4)=[C:24]([C:39]4[CH:44]=[CH:43][CH:42]=[CH:41][CH:40]=4)[O:25][C:26]=3[N:27]=[CH:28][N:29]=2)[CH2:34]1)[CH3:5], predict the reactants needed to synthesize it. (6) Given the product [OH:4][C:5]1[CH:12]=[C:11]([OH:13])[CH:10]=[CH:9][C:6]=1[CH:7]1[NH:16][C@H:17]([C:20]([OH:22])=[O:21])[CH2:18][S:19]1, predict the reactants needed to synthesize it. The reactants are: C(O)C.[OH:4][C:5]1[CH:12]=[C:11]([OH:13])[CH:10]=[CH:9][C:6]=1[CH:7]=O.O.Cl.[NH2:16][C@H:17]([C:20]([OH:22])=[O:21])[CH2:18][SH:19].C([O-])(=O)C.[Na+]. (7) Given the product [CH3:1][CH:2]([CH3:31])[CH2:3][CH:4]([C:22]1[CH:30]=[CH:29][C:25]([C:26]([NH:53][C:54]2[N:55]=[N:56][NH:57][N:58]=2)=[O:28])=[CH:24][N:23]=1)[NH:5][C:6]1[CH:11]=[CH:10][C:9]([C:12]2[CH:17]=[CH:16][C:15]([C:18]([F:19])([F:21])[F:20])=[CH:14][CH:13]=2)=[CH:8][CH:7]=1, predict the reactants needed to synthesize it. The reactants are: [CH3:1][CH:2]([CH3:31])[CH2:3][CH:4]([C:22]1[CH:30]=[CH:29][C:25]([C:26]([OH:28])=O)=[CH:24][N:23]=1)[NH:5][C:6]1[CH:11]=[CH:10][C:9]([C:12]2[CH:17]=[CH:16][C:15]([C:18]([F:21])([F:20])[F:19])=[CH:14][CH:13]=2)=[CH:8][CH:7]=1.C(N1C=CN=C1)(N1C=CN=C1)=O.C(N(CC)C(C)C)(C)C.[NH2:53][C:54]1[NH:58][N:57]=[N:56][N:55]=1.